From a dataset of Experimentally validated miRNA-target interactions with 360,000+ pairs, plus equal number of negative samples. Binary Classification. Given a miRNA mature sequence and a target amino acid sequence, predict their likelihood of interaction. (1) The miRNA is hsa-miR-186-3p with sequence GCCCAAAGGUGAAUUUUUUGGG. The protein sequence of the target gene is MQIPRAALLPLLLLLLAAPASAQLSRAGRSAPLAAGCPDRCEPARCPPQPEHCEGGRARDACGCCEVCGAPEGAACGLQEGPCGEGLQCVVPFGVPASATVRRRAQAGLCVCASSEPVCGSDANTYANLCQLRAASRRSERLHRPPVIVLQRGACGQGQEDPNSLRHKYNFIADVVEKIAPAVVHIELFRKLPFSKREVPVASGSGFIVSEDGLIVTNAHVVTNKHRVKVELKNGATYEAKIKDVDEKADIALIKIDHQGKLPVLLLGRSSELRPGEFVVAIGSPFSLQNTVTTGIVSTT.... Result: 1 (interaction). (2) The miRNA is hsa-miR-2276-3p with sequence UCUGCAAGUGUCAGAGGCGAGG. The protein sequence of the target gene is MAELPGPFLCGALLGFLCLSGLAVEVKVPTEPLSTPLGKTAELTCTYSTSVGDSFALEWSFVQPGKPISESHPILYFTNGHLYPTGSKSKRVSLLQNPPTVGVATLKLTDVHPSDTGTYLCQVNNPPDFYTNGLGLINLTVLVPPSNPLCSQSGQTSVGGSTALRCSSSEGAPKPVYNWVRLGTFPTPSPGSMVQDEVSGQLILTNLSLTSSGTYRCVATNQMGSASCELTLSVTEPSQGRVAGALIGVLLGVLLLSVAAFCLVRFQKERGKKPKETYGGSDLREDAIAPGISEHTCMRA.... Result: 1 (interaction). (3) The miRNA is hsa-miR-30d-5p with sequence UGUAAACAUCCCCGACUGGAAG. The protein sequence of the target gene is MGMWASLDALWEMPAEKRIFGAVLLFSWTVYLWETFLAQRQRRIYKTTTHVPPELGQIMDSETFEKSRLYQLDKSTFSFWSGLYSETEGTLILLFGGIPYLWRLSGRFCGYAGFGPEYEITQSLVFLLLATLFSALTGLPWSLYNTFVIEEKHGFNQQTLGFFMKDAIKKFVVTQCILLPVSSLLLYIIKIGGDYFFIYAWLFTLVVSLVLVTIYADYIAPLFDKFTPLPEGKLKEEIEVMAKSIDFPLTKVYVVEGSKRSSHSNAYFYGFFKNKRIVLFDTLLEEYSVLNKDIQEDSGM.... Result: 1 (interaction). (4) The miRNA is hsa-miR-6508-5p with sequence UCUAGAAAUGCAUGACCCACC. The protein sequence of the target gene is MPMTLGYWNIRGLAHSIRLLLEYTDSSYEEKKYTMGDAPDYDRSQWLNEKFKLGLDFPNLPYLIDGTHKITQSNAILRYIARKHNLCGESEKEQIREDILENQFMDSRMQLAKLCYDPDFEKLKPEYLQALPEMLKLYSQFLGKQPWFLGDKITFVDFIAYDVLERNQVFEPSCLDAFPNLKDFISRFEGLEKISAYMKSSRFLPRPVFTKMAVWGNK. Result: 0 (no interaction). (5) The miRNA is hsa-miR-4499 with sequence AAGACUGAGAGGAGGGA. The protein sequence of the target gene is MSTGSVSDPEEMELRGLQREYPVPASKRPPLRGVERSYASPSDNSSAEEEDPDGEEERCALGTAGSAEGCKRKRPRVAGGGGAGGSAGGGGKKPLPAKGSAAECKQSQRNAANARERARMRVLSKAFSRLKTSLPWVPPDTKLSKLDTLRLASSYIAHLRQLLQEDRYENGYVHPVNLTWPFVVSGRPDSDTKEVSAANRLCGTTA. Result: 0 (no interaction). (6) The miRNA is hsa-miR-7975 with sequence AUCCUAGUCACGGCACCA. The protein sequence of the target gene is MLPSQAGAAAALGRGSALGGNLNRTPTGRPGGGGGTRGANGGRVPGNGAGLGQSRLEREAAAAAAPTAGALYSGSEGDSESGEEEELGAERRGLKRSLSEMELGVVVGGPEAAAAAAGGYGPVSGAVSGAKPGKKTRGRVKIKMEFIDNKLRRYTTFSKRKTGIMKKAYELSTLTGTQVLLLVASETGHVYTFATRKLQPMITSETGKALIQTCLNSPDSPPRSDPTTDQRMSATGFEEPDLTYQVSESDSSGETKDTLKPAFTVTNLPGTTSTIQTAPSTSTTMQVSSGPSFPITNYLA.... Result: 0 (no interaction). (7) The miRNA is hsa-miR-578 with sequence CUUCUUGUGCUCUAGGAUUGU. The protein sequence of the target gene is MAPSRKFFVGGNWKMNGRKQSLGELIGTLNAAKVPADTEVVCAPPTAYIDFARQKLDPKIAVAAQNCYKVTNGAFTGEISPGMIKDCGATWVVLGHSERRHVFGESDELIGQKVAHALAEGLGVIACIGEKLDEREAGITEKVVFEQTKVIADNVKDWSKVVLAYEPVWAIGTGKTATPQQAQEVHEKLRGWLKSNVSDAVAQSTRIIYGGSVTGATCKELASQPDVDGFLVGGASLKPEFVDIINAKQ. Result: 1 (interaction). (8) The miRNA is hsa-miR-7159-5p with sequence UUCAACAAGGGUGUAGGAUGG. The protein sequence of the target gene is MEAVELARKLQEEATCSICLDYFTDPVMTTCGHNFCRACIQLSWEKARGKKGRRKRKGSFPCPECREMSPQRNLLPNRLLTKVAEMAQQHPGLQKQDLCQEHHEPLKLFCQKDQSPICVVCRESREHRLHRVLPAEEAVQGYKLKLEEDMEYLREQITRTGNLQAREEQSLAEWQGKVKERRERIVLEFEKMNLYLVEEEQRLLQALETEEEETASRLRESVACLDRQGHSLELLLLQLEERSTQGPLQMLQDMKEPLSRKNNVSVQCPEVAPPTRPRTVCRVPGQIEVLRGFLEDVVPD.... Result: 1 (interaction). (9) The miRNA is hsa-miR-8063 with sequence UCAAAAUCAGGAGUCGGGGCUU. The protein sequence of the target gene is MEFGLLSEAEARSPALSLSDAGTPHPQLPEHGCKGQEHSDSEKASASLPGGSPEDGSLKKKQRRQRTHFTSQQLQELEATFQRNRYPDMSTREEIAVWTNLTEARVRVWFKNRRAKWRKRERSQQAELCKGSFAAPLGGLVPPYEEVYPGYSYGNWPPKALAPPLAAKTFPFAFNSVNVGPLASQPVFSPPSSIAASMVPSAAAAPGTVPGPGALQGLGGGPPGLAPAAVSSGAVSCPYASAAAAAAAAASSPYVYRDPCNSSLASLRLKAKQHASFSYPAVHGPPPAANLSPCQYAVER.... Result: 1 (interaction).